From a dataset of Catalyst prediction with 721,799 reactions and 888 catalyst types from USPTO. Predict which catalyst facilitates the given reaction. (1) Product: [C:33](=[O:34])([O:35][C:36]1[CH:37]=[CH:38][C:39]([N+:42]([O-:44])=[O:43])=[CH:40][CH:41]=1)[O:9][CH2:8][CH:7]([C:5]1[O:6][C:2]([Br:1])=[C:3]([C:22]2[CH:27]=[CH:26][C:25]([C:28]([F:29])([F:30])[F:31])=[CH:24][CH:23]=2)[N:4]=1)[O:10][C:11]1[CH:19]=[CH:18][C:17]([F:20])=[C:13]([C:14](=[O:15])[NH2:16])[C:12]=1[F:21]. Reactant: [Br:1][C:2]1[O:6][C:5]([CH:7]([O:10][C:11]2[C:12]([F:21])=[C:13]([C:17]([F:20])=[CH:18][CH:19]=2)[C:14]([NH2:16])=[O:15])[CH2:8][OH:9])=[N:4][C:3]=1[C:22]1[CH:27]=[CH:26][C:25]([C:28]([F:31])([F:30])[F:29])=[CH:24][CH:23]=1.Cl[C:33]([O:35][C:36]1[CH:41]=[CH:40][C:39]([N+:42]([O-:44])=[O:43])=[CH:38][CH:37]=1)=[O:34].N1C=CC=CC=1.O. The catalyst class is: 2. (2) Reactant: [NH2:1][C:2]1[C:3]([F:10])=[CH:4][C:5]([Cl:9])=[C:6]([OH:8])[CH:7]=1.C(=O)([O-])O.[Na+].[C:16]([C:18]([C:21]1[CH:22]=[C:23]([CH:27]=[CH:28][CH:29]=1)[C:24](Cl)=[O:25])([CH3:20])[CH3:19])#[N:17]. Product: [Cl:9][C:5]1[C:6]([OH:8])=[CH:7][C:2]([NH:1][C:24](=[O:25])[C:23]2[CH:27]=[CH:28][CH:29]=[C:21]([C:18]([C:16]#[N:17])([CH3:19])[CH3:20])[CH:22]=2)=[C:3]([F:10])[CH:4]=1. The catalyst class is: 7. (3) Reactant: [CH:1]1([CH2:7][CH2:8][CH2:9][C@@H:10]([C:15]2[O:19][N:18]=[C:17]([CH2:20][S:21]([C:24]3[CH:29]=[CH:28][CH:27]=[CH:26][CH:25]=3)(=[O:23])=[O:22])[N:16]=2)[CH2:11][C:12](O)=[O:13])[CH2:6][CH2:5][CH2:4][CH2:3][CH2:2]1.Cl.[NH2:31][OH:32]. Product: [NH3:16].[CH:1]1([CH2:7][CH2:8][CH2:9][C@@H:10]([C:15]2[O:19][N:18]=[C:17]([CH2:20][S:21]([C:24]3[CH:25]=[CH:26][CH:27]=[CH:28][CH:29]=3)(=[O:23])=[O:22])[N:16]=2)[CH2:11][C:12]([NH:31][OH:32])=[O:13])[CH2:2][CH2:3][CH2:4][CH2:5][CH2:6]1. The catalyst class is: 7. (4) Reactant: [NH:1]1[CH2:6][CH2:5][CH:4]([O:7][C@@H:8]2[CH2:13][CH2:12][C@H:11]([CH2:14][C:15]([O:17]C)=[O:16])[CH2:10][CH2:9]2)[CH2:3][CH2:2]1.[OH-].[Li+]. The catalyst class is: 87. Product: [NH:1]1[CH2:2][CH2:3][CH:4]([O:7][C@@H:8]2[CH2:13][CH2:12][C@H:11]([CH2:14][C:15]([OH:17])=[O:16])[CH2:10][CH2:9]2)[CH2:5][CH2:6]1.